From a dataset of Reaction yield outcomes from USPTO patents with 853,638 reactions. Predict the reaction yield, written as a fraction of the theoretical maximum amount of product (1.0 means a 100% yield; for example, 0.34 means a 34% yield). (1) No catalyst specified. The reactants are C(O[C:4]([C:6]1[NH:7][CH:8]=[CH:9][C:10]=1[NH:11][CH2:12][CH2:13][O:14][CH:15]([CH3:17])[CH3:16])=[O:5])C.C(OC([N:23]=[C:24]=[S:25])=O)C. The product is [CH:15]([O:14][CH2:13][CH2:12][N:11]1[C:10]2[CH:9]=[CH:8][NH:7][C:6]=2[C:4](=[O:5])[NH:23][C:24]1=[S:25])([CH3:16])[CH3:17]. The yield is 0.230. (2) The reactants are [C:1]1([S:7]([N:10]2[CH:14]=[CH:13][CH:12]=[CH:11]2)(=[O:9])=[O:8])[CH:6]=[CH:5][CH:4]=[CH:3][CH:2]=1.[C:15]1([CH3:24])[CH:20]=[CH:19][C:18]([C:21](Cl)=[O:22])=[CH:17][CH:16]=1. The catalyst is ClCCl. The product is [CH3:24][C:15]1[CH:20]=[CH:19][C:18]([C:21]([C:14]2[N:10]([S:7]([C:1]3[CH:2]=[CH:3][CH:4]=[CH:5][CH:6]=3)(=[O:9])=[O:8])[CH:11]=[CH:12][CH:13]=2)=[O:22])=[CH:17][CH:16]=1. The yield is 0.710. (3) The reactants are [N:1]([CH:4]([O:16][CH2:17][CH2:18][OH:19])[CH2:5][O:6][C:7]1[CH:8]=[C:9]([CH:13]=[CH:14][CH:15]=1)[C:10]([OH:12])=[O:11])=[N+:2]=[N-:3].[H-].[Na+].Br[CH2:23][C:24]([O:26][CH2:27][CH3:28])=[O:25]. The product is [N:1]([CH:4]([O:16][CH2:17][CH2:18][O:19][CH2:23][C:24]([O:26][CH2:27][CH3:28])=[O:25])[CH2:5][O:6][C:7]1[CH:8]=[C:9]([CH:13]=[CH:14][CH:15]=1)[C:10]([OH:12])=[O:11])=[N+:2]=[N-:3]. The yield is 0.316. The catalyst is C1COCC1. (4) The reactants are [CH2:1]([O:3][C:4](=[O:27])[NH:5][C:6]1[CH:11]=[CH:10][C:9]([NH:12][CH2:13][C:14]2[C:18]3[CH:19]=[C:20]([F:23])[CH:21]=[CH:22][C:17]=3[O:16][CH:15]=2)=[CH:8][C:7]=1[N+:24]([O-])=O)[CH3:2]. The catalyst is C(O)C.Cl.[Fe]. The product is [CH2:1]([O:3][C:4](=[O:27])[NH:5][C:6]1[CH:11]=[CH:10][C:9]([NH:12][CH2:13][C:14]2[C:18]3[CH:19]=[C:20]([F:23])[CH:21]=[CH:22][C:17]=3[O:16][CH:15]=2)=[CH:8][C:7]=1[NH2:24])[CH3:2]. The yield is 0.660.